From a dataset of Catalyst prediction with 721,799 reactions and 888 catalyst types from USPTO. Predict which catalyst facilitates the given reaction. (1) Reactant: [CH:1]1[C:6]([C:7]2[CH:13]=[C:12]([NH2:14])[C:10](=[O:11])[NH:9][CH:8]=2)=[CH:5][CH:4]=[N:3][CH:2]=1.[C:15]1([S:21](Cl)(=[O:23])=[O:22])[CH:20]=[CH:19][CH:18]=[CH:17][CH:16]=1. Product: [O:11]=[C:10]1[NH:9][CH:8]=[C:7]([C:6]2[CH:1]=[CH:2][N:3]=[CH:4][CH:5]=2)[CH:13]=[C:12]1[NH:14][S:21]([C:15]1[CH:20]=[CH:19][CH:18]=[CH:17][CH:16]=1)(=[O:23])=[O:22]. The catalyst class is: 17. (2) Reactant: C(N(CC)CC)C.Cl.[NH2:9][OH:10].[C:11]([O:15][C:16](=[O:41])[N:17]([CH2:28][C:29]1[CH:34]=[CH:33][C:32]([C:35](=[O:40])[NH:36][CH2:37][C:38]#[N:39])=[CH:31][CH:30]=1)[C:18]1[CH:23]=[CH:22][C:21]([C:24]([CH3:27])([CH3:26])[CH3:25])=[CH:20][CH:19]=1)([CH3:14])([CH3:13])[CH3:12].NO. Product: [C:11]([O:15][C:16](=[O:41])[N:17]([C:18]1[CH:19]=[CH:20][C:21]([C:24]([CH3:27])([CH3:26])[CH3:25])=[CH:22][CH:23]=1)[CH2:28][C:29]1[CH:34]=[CH:33][C:32]([C:35](=[O:40])[NH:36][CH2:37][C:38](=[NH:39])[NH:9][OH:10])=[CH:31][CH:30]=1)([CH3:14])([CH3:13])[CH3:12]. The catalyst class is: 829. (3) The catalyst class is: 5. Product: [CH3:1][O:2][C:5]1[N:6]=[N+:7]([O-:15])[C:8]2[CH:14]=[CH:13][CH:12]=[CH:11][C:9]=2[N:10]=1. Reactant: [CH3:1][O-:2].[Na+].Cl[C:5]1[N:6]=[N+:7]([O-:15])[C:8]2[CH:14]=[CH:13][CH:12]=[CH:11][C:9]=2[N:10]=1. (4) Reactant: [Cl:1][C:2]1[C:7]([C:8]([NH:10][CH2:11][C:12]2[CH:17]=[CH:16][CH:15]=[C:14]([F:18])[CH:13]=2)=[O:9])=[C:6]([CH3:19])[CH:5]=[C:4](Cl)[N:3]=1.[NH:21]1[CH2:26][CH2:25][S:24][CH2:23][CH2:22]1.C([O-])([O-])=O.[Cs+].[Cs+]. Product: [Cl:1][C:2]1[C:7]([C:8]([NH:10][CH2:11][C:12]2[CH:17]=[CH:16][CH:15]=[C:14]([F:18])[CH:13]=2)=[O:9])=[C:6]([CH3:19])[CH:5]=[C:4]([N:21]2[CH2:26][CH2:25][S:24][CH2:23][CH2:22]2)[N:3]=1. The catalyst class is: 77. (5) Reactant: [C:1]([O:5][C:6]([N:8]([CH3:31])[C:9]([CH2:28][CH:29]=O)([CH2:15][CH2:16][CH2:17][CH2:18][B:19]1[O:23][C:22]([CH3:25])([CH3:24])[C:21]([CH3:27])([CH3:26])[O:20]1)[C:10]([O:12][CH2:13][CH3:14])=[O:11])=[O:7])([CH3:4])([CH3:3])[CH3:2].[CH2:32]1[C:40]2[C:35](=[CH:36][CH:37]=[CH:38][CH:39]=2)[CH2:34][NH:33]1.CO. Product: [C:1]([O:5][C:6]([N:8]([CH3:31])[C:9]([CH2:28][CH2:29][N:33]1[CH2:34][C:35]2[C:40](=[CH:39][CH:38]=[CH:37][CH:36]=2)[CH2:32]1)([CH2:15][CH2:16][CH2:17][CH2:18][B:19]1[O:20][C:21]([CH3:27])([CH3:26])[C:22]([CH3:24])([CH3:25])[O:23]1)[C:10]([O:12][CH2:13][CH3:14])=[O:11])=[O:7])([CH3:4])([CH3:3])[CH3:2]. The catalyst class is: 4. (6) Reactant: [F:1][C:2]([F:23])([F:22])[C:3]1[CH:17]=[C:16]([C:18]([F:21])([F:20])[F:19])[CH:15]=[CH:14][C:4]=1[CH2:5][N:6]1[CH2:11][CH2:10][CH:9]([CH:12]=O)[CH2:8][CH2:7]1.[CH3:24][CH:25]([NH:28][C:29]1[CH2:33][S:32][C:31](=[O:34])[N:30]=1)[C:26]#[CH:27].C([O-])(=O)C.[NH2+]1CCCCC1. Product: [F:23][C:2]([F:1])([F:22])[C:3]1[CH:17]=[C:16]([C:18]([F:21])([F:20])[F:19])[CH:15]=[CH:14][C:4]=1[CH2:5][N:6]1[CH2:11][CH2:10][CH:9](/[CH:12]=[C:33]2/[C:29]([NH:28][CH:25]([CH3:24])[C:26]#[CH:27])=[N:30][C:31](=[O:34])[S:32]/2)[CH2:8][CH2:7]1. The catalyst class is: 41. (7) Reactant: [CH3:1][O:2][C:3]1[CH:4]=[C:5]([C:11]2[C:19]3[C:14](=[N:15][CH:16]=[CH:17][CH:18]=3)[NH:13][CH:12]=2)[CH:6]=[CH:7][C:8]=1[O:9][CH3:10].C(N(C(C)C)CC)C.[CH2:28]([O:30][C:31]1[CH:39]=[C:38]([N+:40]([O-:42])=[O:41])[CH:37]=[CH:36][C:32]=1[C:33](O)=[O:34])[CH3:29].F[P-](F)(F)(F)(F)F.Br[P+](N1CCCC1)(N1CCCC1)N1CCCC1. Product: [CH3:1][O:2][C:3]1[CH:4]=[C:5]([C:11]2[C:19]3[C:14](=[N:15][CH:16]=[CH:17][CH:18]=3)[N:13]([C:33]([C:32]3[CH:36]=[CH:37][C:38]([N+:40]([O-:42])=[O:41])=[CH:39][C:31]=3[O:30][CH2:28][CH3:29])=[O:34])[CH:12]=2)[CH:6]=[CH:7][C:8]=1[O:9][CH3:10]. The catalyst class is: 2.